This data is from Reaction yield outcomes from USPTO patents with 853,638 reactions. The task is: Predict the reaction yield, written as a fraction of the theoretical maximum amount of product (1.0 means a 100% yield; for example, 0.34 means a 34% yield). (1) The reactants are [F:1][C:2]1[CH:22]=[CH:21][CH:20]=[CH:19][C:3]=1[CH2:4][O:5][C:6]1[CH:18]=[CH:17][C:9]([CH:10]=[N:11][C@@H:12]([CH3:16])[C:13]([NH2:15])=[O:14])=[CH:8][CH:7]=1.[BH4-].[Na+]. The catalyst is CO. The product is [F:1][C:2]1[CH:22]=[CH:21][CH:20]=[CH:19][C:3]=1[CH2:4][O:5][C:6]1[CH:7]=[CH:8][C:9]([CH2:10][NH:11][C@@H:12]([CH3:16])[C:13]([NH2:15])=[O:14])=[CH:17][CH:18]=1. The yield is 0.950. (2) The yield is 0.940. The reactants are C1(OC2C=CC=CC=2)C=CC=CC=1.[C:14]([C:16]1[CH:21]=[CH:20][C:19]([NH:22][CH:23]=[C:24]([C:30]([O:32][CH2:33][CH3:34])=[O:31])[C:25]([O:27]CC)=O)=[CH:18][CH:17]=1)#[N:15]. The product is [CH2:33]([O:32][C:30]([C:24]1[CH:23]=[N:22][C:19]2[C:18]([C:25]=1[OH:27])=[CH:17][C:16]([C:14]#[N:15])=[CH:21][CH:20]=2)=[O:31])[CH3:34]. The catalyst is CCCCCC. (3) The reactants are [Cl:1][C:2]1[CH:3]=[C:4]([C:13]([O:15]CC)=[O:14])[C:5](=[O:12])[N:6]([CH:9]([CH3:11])[CH3:10])[C:7]=1[CH3:8].[OH-].[Na+]. The catalyst is O1CCCC1.CO. The product is [Cl:1][C:2]1[CH:3]=[C:4]([C:13]([OH:15])=[O:14])[C:5](=[O:12])[N:6]([CH:9]([CH3:11])[CH3:10])[C:7]=1[CH3:8]. The yield is 0.940. (4) The reactants are [C:1]([C:4]1[CH:15]=[C:14]([N+:16]([O-])=O)[C:7]([O:8][CH2:9][C:10](OC)=[O:11])=[C:6]([CH3:19])[CH:5]=1)(=[O:3])[CH3:2]. The catalyst is C(O)(=O)C.[Zn]. The product is [C:1]([C:4]1[CH:5]=[C:6]([CH3:19])[C:7]2[O:8][CH2:9][C:10](=[O:11])[NH:16][C:14]=2[CH:15]=1)(=[O:3])[CH3:2]. The yield is 0.950. (5) The reactants are C[Mg]Br.[CH2:4](OCC)C.[Cl:9][C:10]1[C:15]([CH:16]=[O:17])=[CH:14][N:13]=[C:12]2[N:18]([CH2:21][O:22][CH2:23][CH2:24][Si:25]([CH3:28])([CH3:27])[CH3:26])[CH:19]=[CH:20][C:11]=12.O.[Cl-].[NH4+]. The catalyst is O1CCCC1.[O-2].[O-2].[Mn+4]. The product is [Cl:9][C:10]1[C:15]([C:16](=[O:17])[CH3:4])=[CH:14][N:13]=[C:12]2[N:18]([CH2:21][O:22][CH2:23][CH2:24][Si:25]([CH3:28])([CH3:27])[CH3:26])[CH:19]=[CH:20][C:11]=12. The yield is 0.610. (6) The reactants are [Br:1][C:2]1[CH:3]=[C:4]([CH2:8]O)[CH:5]=[N:6][CH:7]=1.[C:10]1(=[O:20])[NH:14][C:13](=[O:15])[C:12]2=[CH:16][CH:17]=[CH:18][CH:19]=[C:11]12.C1C=CC(P(C2C=CC=CC=2)C2C=CC=CC=2)=CC=1.CCOC(/N=N/C(OCC)=O)=O. The catalyst is C1COCC1. The product is [Br:1][C:2]1[CH:3]=[C:4]([CH2:8][N:14]2[C:10](=[O:20])[C:11]3[C:12](=[CH:16][CH:17]=[CH:18][CH:19]=3)[C:13]2=[O:15])[CH:5]=[N:6][CH:7]=1. The yield is 0.823. (7) The reactants are [Cl:1][C:2]1[CH:7]=[CH:6][CH:5]=[C:4]([Cl:8])[C:3]=1[C:9]1[NH:10][C:11]([C:29]2[CH:34]=[CH:33][C:32]([F:35])=[CH:31][CH:30]=2)=[C:12]([C:14]2[N:19]=[C:18]3[N:20]([CH2:24][C:25]([CH3:28])([CH3:27])[CH3:26])[C:21]([NH2:23])=[N:22][C:17]3=[CH:16][CH:15]=2)[N:13]=1.[CH3:36][S:37]([OH:40])(=[O:39])=[O:38]. The catalyst is CO. The product is [CH3:36][S:37]([OH:40])(=[O:39])=[O:38].[Cl:1][C:2]1[CH:7]=[CH:6][CH:5]=[C:4]([Cl:8])[C:3]=1[C:9]1[NH:10][C:11]([C:29]2[CH:30]=[CH:31][C:32]([F:35])=[CH:33][CH:34]=2)=[C:12]([C:14]2[N:19]=[C:18]3[N:20]([CH2:24][C:25]([CH3:28])([CH3:27])[CH3:26])[C:21]([NH2:23])=[N:22][C:17]3=[CH:16][CH:15]=2)[N:13]=1. The yield is 0.950. (8) The reactants are [CH:1]1([C:15]([O:17][CH3:18])=[O:16])[CH:6]=[CH:5][CH:4]([C:7]([O:9][CH3:10])=[O:8])[CH2:3][CH:2]1[C:11]([O:13][CH3:14])=[O:12]. The catalyst is C1(C)C=CC=C(C)C=1.[Pt]. The product is [C:15]([O:17][CH3:18])(=[O:16])[C:1]1[C:2](=[CH:3][C:4](=[CH:5][CH:6]=1)[C:7]([O:9][CH3:10])=[O:8])[C:11]([O:13][CH3:14])=[O:12]. The yield is 0.650. (9) The reactants are [H-].[Na+].[I-].C[S+](C)(C)=O.F[C:10](F)(F)C(O)=O.[CH3:16][N:17]([CH2:19][C:20]1[CH:49]=[CH:48][C:23]([CH:24]=[CH:25][C:26]2[C:34]3[C:29](=[CH:30][C:31](/[CH:35]=[C:36]4/[C:37](=[O:47])[NH:38][C:39]5[C:44]/4=[CH:43][C:42]([O:45][CH3:46])=[CH:41][CH:40]=5)=[CH:32][CH:33]=3)[NH:28][N:27]=2)=[CH:22][CH:21]=1)[CH3:18]. The catalyst is CN(C=O)C. The product is [CH3:16][N:17]([CH2:19][C:20]1[CH:49]=[CH:48][C:23](/[CH:24]=[CH:25]/[C:26]2[C:34]3[C:29](=[CH:30][C:31]([C@H:35]4[C@@:36]5([C:44]6[C:39](=[CH:40][CH:41]=[C:42]([O:45][CH3:46])[CH:43]=6)[NH:38][C:37]5=[O:47])[CH2:10]4)=[CH:32][CH:33]=3)[NH:28][N:27]=2)=[CH:22][CH:21]=1)[CH3:18]. The yield is 0.320.